The task is: Regression. Given a peptide amino acid sequence and an MHC pseudo amino acid sequence, predict their binding affinity value. This is MHC class II binding data.. This data is from Peptide-MHC class II binding affinity with 134,281 pairs from IEDB. (1) The peptide sequence is SINYRTEIDKPCQHH. The MHC is DRB1_0401 with pseudo-sequence DRB1_0401. The binding affinity (normalized) is 0.351. (2) The binding affinity (normalized) is 0.590. The peptide sequence is NSFYYMKGGVNTFLI. The MHC is H-2-IAb with pseudo-sequence H-2-IAb. (3) The peptide sequence is RMAEAEMVIHHQHVQ. The MHC is HLA-DQA10103-DQB10603 with pseudo-sequence HLA-DQA10103-DQB10603. The binding affinity (normalized) is 0. (4) The peptide sequence is PDKFLANVSTVLTGK. The MHC is DRB1_0802 with pseudo-sequence DRB1_0802. The binding affinity (normalized) is 0.729. (5) The peptide sequence is VTLEADVILPIGTRS. The binding affinity (normalized) is 0.635. The MHC is HLA-DQA10102-DQB10501 with pseudo-sequence HLA-DQA10102-DQB10501.